From a dataset of Full USPTO retrosynthesis dataset with 1.9M reactions from patents (1976-2016). Predict the reactants needed to synthesize the given product. (1) Given the product [CH2:12]([N:3]1[C:4]2[CH2:9][O:8][CH2:7][CH2:6][C:5]=2[S:1][C:2]1=[NH:10])[CH2:13][CH2:14][CH3:15], predict the reactants needed to synthesize it. The reactants are: [S:1]1[C:5]2[CH2:6][CH2:7][O:8][CH2:9][C:4]=2[N:3]=[C:2]1[NH2:10].Br[CH2:12][CH2:13][CH2:14][CH3:15]. (2) Given the product [Cl:1][C:2]1[CH:19]=[CH:18][C:17]([N:20]2[C:25](=[O:26])[N:24]([CH3:30])[C:23](=[O:27])[CH:22]=[N:21]2)=[CH:16][C:3]=1[C:4]([NH:6][CH2:7][CH2:8][C:9]1[CH:14]=[CH:13][CH:12]=[CH:11][C:10]=1[Cl:15])=[O:5], predict the reactants needed to synthesize it. The reactants are: [Cl:1][C:2]1[CH:19]=[CH:18][C:17]([N:20]2[C:25](=[O:26])[NH:24][C:23](=[O:27])[CH:22]=[N:21]2)=[CH:16][C:3]=1[C:4]([NH:6][CH2:7][CH2:8][C:9]1[CH:14]=[CH:13][CH:12]=[CH:11][C:10]=1[Cl:15])=[O:5].CO.[CH3:30][Si](C=[N+]=[N-])(C)C. (3) Given the product [Br:1][C:2]1[CH:3]=[CH:4][C:5]([N:13]2[CH2:14][CH2:15][N:10]([CH3:9])[CH2:11][CH2:12]2)=[N:6][CH:7]=1, predict the reactants needed to synthesize it. The reactants are: [Br:1][C:2]1[CH:3]=[CH:4][C:5](I)=[N:6][CH:7]=1.[CH3:9][N:10]1[CH2:15][CH2:14][NH:13][CH2:12][CH2:11]1. (4) Given the product [Cl:1][C:2]1[CH:3]=[C:4]([CH:9]=[CH:10][C:11]=1[CH2:12][N:13]1[CH2:14][CH2:15][N:16]([CH3:19])[CH2:17][CH2:18]1)[C:5]([OH:7])=[O:6], predict the reactants needed to synthesize it. The reactants are: [Cl:1][C:2]1[CH:3]=[C:4]([CH:9]=[CH:10][C:11]=1[CH2:12][N:13]1[CH2:18][CH2:17][N:16]([CH3:19])[CH2:15][CH2:14]1)[C:5]([O:7]C)=[O:6].[OH-].[Na+].